This data is from Full USPTO retrosynthesis dataset with 1.9M reactions from patents (1976-2016). The task is: Predict the reactants needed to synthesize the given product. (1) Given the product [CH:18]1([C:5]2[CH:4]=[C:3]([CH:8]=[C:7]([CH:9]=[O:13])[C:6]=2[O:16][CH3:17])[C:29]([OH:25])=[O:31])[CH2:19][CH2:20][CH2:21]1, predict the reactants needed to synthesize it. The reactants are: [Mg].Br[C:3]1[CH:4]=[C:5]([CH:18]2[CH2:21][CH2:20][CH2:19]2)[C:6]([O:16][CH3:17])=[C:7]([CH:9]([O:13]CC)OCC)[CH:8]=1.C[Mg]Br.[O:25]1[CH2:29]CCC1.Cl.[O:31]1CCCC1. (2) The reactants are: [CH3:1][C@@H:2]1[NH:7][CH2:6][CH2:5][N:4]([C:8]2[CH:13]=[CH:12][C:11]([O:14][CH2:15][CH2:16][CH2:17][N:18]3[CH2:23][CH2:22][CH2:21][CH2:20][CH2:19]3)=[CH:10][CH:9]=2)[CH2:3]1.[C:24]([C:26]1[CH:34]=[CH:33][C:29]([C:30](O)=[O:31])=[CH:28][CH:27]=1)#[N:25]. Given the product [CH3:1][C@H:2]1[CH2:3][N:4]([C:8]2[CH:9]=[CH:10][C:11]([O:14][CH2:15][CH2:16][CH2:17][N:18]3[CH2:23][CH2:22][CH2:21][CH2:20][CH2:19]3)=[CH:12][CH:13]=2)[CH2:5][CH2:6][N:7]1[C:30]([C:29]1[CH:33]=[CH:34][C:26]([C:24]#[N:25])=[CH:27][CH:28]=1)=[O:31], predict the reactants needed to synthesize it. (3) Given the product [CH:6]1([CH2:5][C@H:4]([N:12]2[CH2:16][C:15]([O:17][CH3:18])=[CH:14][C:13]2=[O:19])[C:3]([OH:20])=[O:2])[CH2:11][CH2:10][CH2:9][CH2:8][CH2:7]1, predict the reactants needed to synthesize it. The reactants are: C[O:2][C:3](=[O:20])[C@@H:4]([N:12]1[CH2:16][C:15]([O:17][CH3:18])=[CH:14][C:13]1=[O:19])[CH2:5][CH:6]1[CH2:11][CH2:10][CH2:9][CH2:8][CH2:7]1.O.[OH-].[Li+].Cl. (4) Given the product [C:1]([O:5][C:6]([NH:8][C:9]1[O:17][C:16]2[C:11](=[N:12][CH:13]=[C:14]([C:18]3[CH:23]=[N:22][CH:21]=[N:20][CH:19]=3)[CH:15]=2)[C:10]=1[C:24]([OH:26])=[O:25])=[O:7])([CH3:4])([CH3:2])[CH3:3], predict the reactants needed to synthesize it. The reactants are: [C:1]([O:5][C:6]([N:8](C(OC(C)(C)C)=O)[C:9]1[O:17][C:16]2[C:11](=[N:12][CH:13]=[C:14]([C:18]3[CH:19]=[N:20][CH:21]=[N:22][CH:23]=3)[CH:15]=2)[C:10]=1[C:24]([O:26]C)=[O:25])=[O:7])([CH3:4])([CH3:3])[CH3:2].O[Li].O. (5) Given the product [Cl:11][C:12]1[CH:17]=[CH:16][CH:15]=[CH:14][C:13]=1[CH2:18][C:19]1[CH:20]=[C:21]([OH:22])[N:1]([C:3]2[CH:8]=[C:7]([C:9]#[N:10])[CH:6]=[CH:5][N:4]=2)[N:2]=1, predict the reactants needed to synthesize it. The reactants are: [NH:1]([C:3]1[CH:8]=[C:7]([C:9]#[N:10])[CH:6]=[CH:5][N:4]=1)[NH2:2].[Cl:11][C:12]1[CH:17]=[CH:16][CH:15]=[CH:14][C:13]=1[CH2:18][C:19](=O)[CH2:20][C:21](OCC)=[O:22]. (6) The reactants are: Cl.Cl.[NH:3]1[CH2:8][CH2:7][CH:6]([CH2:9][N:10]2[CH2:20][C:19]3[N:21]4[C:12](=[CH:13][N:14]=[C:15]4[CH:16]=[CH:17][CH:18]=3)[C:11]2=[O:22])[CH2:5][CH2:4]1.C(N(CC)CC)C.FC(F)(F)C(F)(F)C([O:35][C:36](=O)[C:37]([F:43])([F:42])[C:38]([F:41])([F:40])[F:39])=O. Given the product [F:42][C:37]([F:43])([C:38]([F:41])([F:40])[F:39])[C:36]([N:3]1[CH2:8][CH2:7][CH:6]([CH2:9][N:10]2[CH2:20][C:19]3[N:21]4[C:12](=[CH:13][N:14]=[C:15]4[CH:16]=[CH:17][CH:18]=3)[C:11]2=[O:22])[CH2:5][CH2:4]1)=[O:35], predict the reactants needed to synthesize it.